This data is from Catalyst prediction with 721,799 reactions and 888 catalyst types from USPTO. The task is: Predict which catalyst facilitates the given reaction. (1) Reactant: [NH2:1][C:2]1[C:3]([Cl:18])=[N:4][C:5]2[C:10]([C:11]=1[NH:12][CH2:13][C:14]([OH:17])([CH3:16])[CH3:15])=[CH:9][CH:8]=[CH:7][CH:6]=2.[CH2:19]([O:21][CH2:22][C:23](Cl)=O)[CH3:20].C1(C)C=CC(S(O)(=O)=O)=CC=1. Product: [Cl:18][C:3]1[C:2]2[N:1]=[C:20]([CH2:19][O:21][CH2:22][CH3:23])[N:12]([CH2:13][C:14]([CH3:16])([CH3:15])[OH:17])[C:11]=2[C:10]2[CH:9]=[CH:8][CH:7]=[CH:6][C:5]=2[N:4]=1. The catalyst class is: 10. (2) The catalyst class is: 19. Product: [F:16][CH:14]1[CH2:15][C:11]2=[C:10]([C:17]3[NH:21][N:20]=[N:19][N:18]=3)[NH:9][N:8]=[C:12]2[CH2:13]1. Reactant: C([N:8]1[C:12]2[CH2:13][CH:14]([F:16])[CH2:15][C:11]=2[C:10]([C:17]2[NH:21][N:20]=[N:19][N:18]=2)=[N:9]1)C1C=CC=CC=1.C(O)=O. (3) Reactant: Br[C:2]1[CH:11]=[CH:10][C:9]([N+:12]([O-:14])=[O:13])=[CH:8][C:3]=1[C:4]([O:6][CH3:7])=[O:5].[CH3:15][O:16][C:17]1[CH:22]=[CH:21][C:20]([CH3:23])=[CH:19][C:18]=1B(O)O. Product: [CH3:15][O:16][C:17]1[CH:22]=[CH:21][C:20]([CH3:23])=[CH:19][C:18]=1[C:2]1[C:3]([C:4]([O:6][CH3:7])=[O:5])=[CH:8][C:9]([N+:12]([O-:14])=[O:13])=[CH:10][CH:11]=1. The catalyst class is: 73. (4) Reactant: [C:1]([C:5]1[CH:10]=[CH:9][C:8]([CH2:11][C:12]#[N:13])=[CH:7][CH:6]=1)([CH3:4])([CH3:3])[CH3:2].[CH3:14][N:15]1[C:19]([Cl:20])=[C:18]([C:21](Cl)=[O:22])[C:17]([Cl:24])=[N:16]1.CC(C)([O-])C.[K+].Cl. Product: [C:1]([C:5]1[CH:6]=[CH:7][C:8]([C:11](=[C:21]([C:18]2[C:17]([Cl:24])=[N:16][N:15]([CH3:14])[C:19]=2[Cl:20])[OH:22])[C:12]#[N:13])=[CH:9][CH:10]=1)([CH3:4])([CH3:2])[CH3:3]. The catalyst class is: 20. (5) Reactant: [Cl:1][C:2]1[CH:3]=[N:4][N:5]([CH3:41])[C:6]=1[C:7]1[CH:39]=[CH:38][C:10]([C:11]([NH:13][C@@H:14]([CH2:27][C:28]2[CH:33]=[CH:32][CH:31]=[CH:30][C:29]=2[C:34]([F:37])([F:36])[F:35])[CH2:15][N:16]2C(=O)C3C(=CC=CC=3)C2=O)=[O:12])=[CH:9][C:8]=1[F:40].NN. Product: [NH2:16][CH2:15][C@@H:14]([NH:13][C:11](=[O:12])[C:10]1[CH:38]=[CH:39][C:7]([C:6]2[N:5]([CH3:41])[N:4]=[CH:3][C:2]=2[Cl:1])=[C:8]([F:40])[CH:9]=1)[CH2:27][C:28]1[CH:33]=[CH:32][CH:31]=[CH:30][C:29]=1[C:34]([F:37])([F:36])[F:35]. The catalyst class is: 92. (6) Reactant: [Br:1][C:2]([CH2:4][CH2:5][CH2:6][CH2:7][CH2:8][CH2:9][Si:10]([CH3:13])([CH3:12])[CH3:11])=[CH2:3].[OH-].[K+].[Br-].[Br-].C([N+](CC)(CC)CC[N+](CC1C=CC=CC=1)(CC)CC)C1C=CC=CC=1.[CH:44]([Br:47])(Br)[Br:45]. Product: [CH3:13][Si:10]([CH3:11])([CH3:12])[CH2:9][CH2:8][CH2:7][CH2:6][CH2:5][CH2:4][C:2]1([Br:1])[CH2:3][C:44]1([Br:47])[Br:45]. The catalyst class is: 34. (7) The catalyst class is: 16. Reactant: [F:1][C:2]1[CH:10]=[C:9]2[C:5]([C:6]([C:12]3[N:13]=[C:14]4[C:20]([C:21]([NH:23][CH:24]([C@@H:26]5[CH2:29][C@H:28](OS(C)(=O)=O)[CH2:27]5)[CH3:25])=[O:22])=[CH:19][N:18]([CH2:35][O:36][CH2:37][CH2:38][Si:39]([CH3:42])([CH3:41])[CH3:40])[C:15]4=[N:16][CH:17]=3)=[N:7][N:8]2[CH3:11])=[CH:4][CH:3]=1.[C-:43]#[N:44].[K+].C1OCCOCCOCCOCCOCCOC1. Product: [C:43]([C@H:28]1[CH2:29][C@H:26]([CH:24]([NH:23][C:21]([C:20]2[C:14]3[C:15](=[N:16][CH:17]=[C:12]([C:6]4[C:5]5[C:9](=[CH:10][C:2]([F:1])=[CH:3][CH:4]=5)[N:8]([CH3:11])[N:7]=4)[N:13]=3)[N:18]([CH2:35][O:36][CH2:37][CH2:38][Si:39]([CH3:42])([CH3:40])[CH3:41])[CH:19]=2)=[O:22])[CH3:25])[CH2:27]1)#[N:44].